This data is from NCI-60 drug combinations with 297,098 pairs across 59 cell lines. The task is: Regression. Given two drug SMILES strings and cell line genomic features, predict the synergy score measuring deviation from expected non-interaction effect. (1) Drug 1: C1=CC(=CC=C1CC(C(=O)O)N)N(CCCl)CCCl.Cl. Drug 2: C1C(C(OC1N2C=C(C(=O)NC2=O)F)CO)O. Cell line: LOX IMVI. Synergy scores: CSS=54.7, Synergy_ZIP=-1.35, Synergy_Bliss=-0.892, Synergy_Loewe=-17.2, Synergy_HSA=2.37. (2) Drug 1: C1=CC(=C2C(=C1NCCNCCO)C(=O)C3=C(C=CC(=C3C2=O)O)O)NCCNCCO. Drug 2: CN(C)C1=NC(=NC(=N1)N(C)C)N(C)C. Cell line: K-562. Synergy scores: CSS=61.8, Synergy_ZIP=21.2, Synergy_Bliss=21.5, Synergy_Loewe=-45.8, Synergy_HSA=18.6. (3) Drug 1: CN1CCC(CC1)COC2=C(C=C3C(=C2)N=CN=C3NC4=C(C=C(C=C4)Br)F)OC. Drug 2: CC1=C(C(=O)C2=C(C1=O)N3CC4C(C3(C2COC(=O)N)OC)N4)N. Cell line: TK-10. Synergy scores: CSS=31.9, Synergy_ZIP=3.07, Synergy_Bliss=9.13, Synergy_Loewe=1.81, Synergy_HSA=10.2.